The task is: Predict the reaction yield, written as a fraction of the theoretical maximum amount of product (1.0 means a 100% yield; for example, 0.34 means a 34% yield).. This data is from Reaction yield outcomes from USPTO patents with 853,638 reactions. (1) The reactants are [C:1](Cl)(=[O:4])[CH:2]=[CH2:3].[CH2:6]([O:8][C:9](=[O:17])[C:10]1[CH:15]=[CH:14][C:13]([NH2:16])=[CH:12][CH:11]=1)[CH3:7].C(N(CC)CC)C. The catalyst is ClCCl. The product is [CH2:6]([O:8][C:9](=[O:17])[C:10]1[CH:15]=[CH:14][C:13]([NH:16][C:1](=[O:4])[CH:2]=[CH2:3])=[CH:12][CH:11]=1)[CH3:7]. The yield is 0.760. (2) The reactants are [CH3:1][O:2][C:3]([C:5]1[S:6][C:7](Br)=[CH:8][C:9]=1[O:10][CH:11]([C:13]1[CH:18]=[CH:17][CH:16]=[CH:15][C:14]=1[Cl:19])[CH3:12])=[O:4].[B:21]1([B:21]2[O:25][C:24]([CH3:27])([CH3:26])[C:23]([CH3:29])([CH3:28])[O:22]2)[O:25][C:24]([CH3:27])([CH3:26])[C:23]([CH3:29])([CH3:28])[O:22]1.CC([O-])=O.[K+]. The catalyst is O1CCOCC1.Cl[Pd](Cl)([P](C1C=CC=CC=1)(C1C=CC=CC=1)C1C=CC=CC=1)[P](C1C=CC=CC=1)(C1C=CC=CC=1)C1C=CC=CC=1. The product is [CH3:1][O:2][C:3]([C:5]1[S:6][C:7]([B:21]2[O:25][C:24]([CH3:27])([CH3:26])[C:23]([CH3:29])([CH3:28])[O:22]2)=[CH:8][C:9]=1[O:10][CH:11]([C:13]1[CH:18]=[CH:17][CH:16]=[CH:15][C:14]=1[Cl:19])[CH3:12])=[O:4]. The yield is 0.710. (3) The reactants are C[O:2][C:3](=O)[CH2:4][N:5]([CH3:19])[C:6]1[C:15]([N+:16]([O-])=O)=[CH:14][C:9]([C:10]([O:12][CH3:13])=[O:11])=[CH:8][N:7]=1.P(OC1C=CC=CC=1)(OC1C=CC=CC=1)OC1C=CC=CC=1.[H][H]. The catalyst is ClCCl.[NH4+].[O-][V](=O)=O.[Pt]. The product is [CH3:19][N:5]1[CH2:4][C:3](=[O:2])[NH:16][C:15]2[CH:14]=[C:9]([C:10]([O:12][CH3:13])=[O:11])[CH:8]=[N:7][C:6]1=2. The yield is 0.680. (4) The reactants are [NH:1]1[C:5]2[CH:6]=[CH:7][CH:8]=[CH:9][C:4]=2[N:3]=[CH:2]1.Br[C:11]1[CH:12]=[C:13]([CH:24]=[CH:25][C:26]=1[Cl:27])[CH2:14][NH:15][C@@H:16]([C:18]1[CH:23]=[CH:22][CH:21]=[CH:20][CH:19]=1)[CH3:17].C(=O)([O-])[O-].[K+].[K+]. The catalyst is [Cu]I.CN1C(=O)CCC1. The product is [N:1]1([C:11]2[CH:12]=[C:13]([CH:24]=[CH:25][C:26]=2[Cl:27])[CH2:14][NH:15][C@@H:16]([C:18]2[CH:23]=[CH:22][CH:21]=[CH:20][CH:19]=2)[CH3:17])[C:5]2[CH:6]=[CH:7][CH:8]=[CH:9][C:4]=2[N:3]=[CH:2]1. The yield is 0.190. (5) The reactants are [N:1]1([C:6]2[CH:11]=[CH:10][C:9]([PH:12](=O)[C:13]3[CH:18]=[CH:17][C:16]([N:19]4[CH2:23][CH2:22][CH2:21][CH2:20]4)=[CH:15][CH:14]=3)=[CH:8][CH:7]=2)[CH2:5][CH2:4][CH2:3][CH2:2]1.[BH3:25].O1CCCC1. The catalyst is O1CCCC1. The product is [N:1]1([C:6]2[CH:7]=[CH:8][C:9]([PH:12][C:13]3[CH:18]=[CH:17][C:16]([N:19]4[CH2:20][CH2:21][CH2:22][CH2:23]4)=[CH:15][CH:14]=3)=[CH:10][CH:11]=2)[CH2:5][CH2:4][CH2:3][CH2:2]1.[BH3:25]. The yield is 0.270. (6) The reactants are [CH3:1][O:2][C:3]1[CH:8]=[CH:7][CH:6]=[CH:5][C:4]=1[OH:9].F[C:11]1[CH:16]=[CH:15][C:14]([F:17])=[CH:13][C:12]=1[N+:18]([O-:20])=[O:19].[CH3:21][O:22][C:23]1[CH:37]=[CH:36][CH:35]=[CH:34][C:24]=1[O:25][C:26]1[CH:32]=[CH:31][C:30]([F:33])=[CH:29][C:27]=1[NH2:28].[NH2:38][C:39]1[S:40][CH:41]=[CH:42][N:43]=1. No catalyst specified. The product is [F:17][C:14]1[CH:15]=[CH:16][C:11]([O:9][C:4]2[CH:5]=[CH:6][CH:7]=[CH:8][C:3]=2[O:2][CH3:1])=[C:12]([N+:18]([O-:20])=[O:19])[CH:13]=1.[F:33][C:30]1[CH:31]=[CH:32][C:26]([O:25][C:24]2[CH:34]=[CH:35][CH:36]=[CH:37][C:23]=2[O:22][CH3:21])=[C:27]([NH:28][C:4]([NH:38][C:39]2[S:40][CH:41]=[CH:42][N:43]=2)=[O:9])[CH:29]=1. The yield is 0.810. (7) The reactants are [CH2:1]([O:8][C:9]1[CH:14]=[CH:13][C:12]([C:15]2[NH:36][C:18]3=[N:19][CH:20]=[C:21]([CH:23]4[CH2:28][CH2:27][N:26](C(OC(C)(C)C)=O)[CH2:25][CH2:24]4)[CH:22]=[C:17]3[N:16]=2)=[CH:11][C:10]=1[Br:37])[C:2]1[CH:7]=[CH:6][CH:5]=[CH:4][CH:3]=1.C(Cl)Cl. The catalyst is C(O)(C(F)(F)F)=O. The product is [CH2:1]([O:8][C:9]1[CH:14]=[CH:13][C:12]([C:15]2[NH:36][C:18]3=[N:19][CH:20]=[C:21]([CH:23]4[CH2:24][CH2:25][NH:26][CH2:27][CH2:28]4)[CH:22]=[C:17]3[N:16]=2)=[CH:11][C:10]=1[Br:37])[C:2]1[CH:7]=[CH:6][CH:5]=[CH:4][CH:3]=1. The yield is 0.560. (8) The reactants are C([O:8][CH2:9][CH:10]1[O:24][C:14]2=[C:15]3[C:20](=[CH:21][CH:22]=[C:13]2[O:12][CH2:11]1)[N:19]=[C:18]([CH3:23])[CH:17]=[CH:16]3)C1C=CC=CC=1.C1CCCCC=1. The catalyst is CCO.[Pd]. The product is [CH3:23][C:18]1[CH:17]=[CH:16][C:15]2[C:20](=[CH:21][CH:22]=[C:13]3[O:12][CH2:11][C@H:10]([CH2:9][OH:8])[O:24][C:14]3=2)[N:19]=1. The yield is 0.980. (9) The reactants are [F:1][C:2]1[CH:10]=[C:9]([F:11])[CH:8]=[C:7]([NH:12][CH3:13])[C:3]=1[C:4]([OH:6])=[O:5].C(=O)([O-])[O-].[K+].[K+].[CH3:20][O:21][CH:22]([O:25][CH3:26])[CH2:23]Br. The catalyst is CN(C=O)C. The product is [CH3:20][O:21][CH:22]([O:25][CH3:26])[CH2:23][O:5][C:4](=[O:6])[C:3]1[C:7]([NH:12][CH3:13])=[CH:8][C:9]([F:11])=[CH:10][C:2]=1[F:1]. The yield is 0.650.